This data is from Full USPTO retrosynthesis dataset with 1.9M reactions from patents (1976-2016). The task is: Predict the reactants needed to synthesize the given product. (1) Given the product [CH2:38]([C:39]1[O:1][N:2]=[C:3]([C@@H:5]2[CH2:9][C@H:8]([C:10]3[CH:11]=[CH:12][CH:13]=[CH:14][CH:15]=3)[CH2:7][N:6]2[C:16]([O:18][C:19]([CH3:22])([CH3:21])[CH3:20])=[O:17])[N:4]=1)[C:32]1[CH:37]=[CH:36][CH:35]=[CH:34][CH:33]=1, predict the reactants needed to synthesize it. The reactants are: [OH:1]/[N:2]=[C:3](/[C@@H:5]1[CH2:9][C@H:8]([C:10]2[CH:15]=[CH:14][CH:13]=[CH:12][CH:11]=2)[CH2:7][N:6]1[C:16]([O:18][C:19]([CH3:22])([CH3:21])[CH3:20])=[O:17])\[NH2:4].CCN(C(C)C)C(C)C.[C:32]1([CH2:38][C:39](Cl)=O)[CH:37]=[CH:36][CH:35]=[CH:34][CH:33]=1. (2) Given the product [CH2:26]([O:25][C:22](=[S:24])[CH2:23][C:8](=[O:10])/[CH:7]=[CH:6]/[C:5]1[CH:11]=[CH:12][C:13]([O:14][Si:15]([C:18]([CH3:21])([CH3:20])[CH3:19])([CH3:17])[CH3:16])=[C:3]([O:2][CH3:1])[CH:4]=1)[CH3:27], predict the reactants needed to synthesize it. The reactants are: [CH3:1][O:2][C:3]1[CH:4]=[C:5]([CH:11]=[CH:12][C:13]=1[O:14][Si:15]([C:18]([CH3:21])([CH3:20])[CH3:19])([CH3:17])[CH3:16])/[CH:6]=[CH:7]/[C:8]([OH:10])=O.[C:22]([O:25][CH2:26][CH3:27])(=[S:24])[CH3:23]. (3) Given the product [CH3:1][C:2]1([CH3:21])[CH2:8][CH2:7][CH2:6][N:5]([C:9]([C:11]2[CH:15]=[C:14]([C:16]3[CH:17]=[N:18][N:19]([CH2:22][C:23]([NH:24][CH3:28])=[O:40])[CH:20]=3)[S:13][CH:12]=2)=[O:10])[CH2:4][CH2:3]1, predict the reactants needed to synthesize it. The reactants are: [CH3:1][C:2]1([CH3:21])[CH2:8][CH2:7][CH2:6][N:5]([C:9]([C:11]2[CH:15]=[C:14]([C:16]3[CH:17]=[N:18][NH:19][CH:20]=3)[S:13][CH:12]=2)=[O:10])[CH2:4][CH2:3]1.[CH3:22][CH2:23][N:24]([CH:28](C)C)C(C)C.CN.CN(C([O:40]N1N=NC2C=CC=NC1=2)=[N+](C)C)C.F[P-](F)(F)(F)(F)F. (4) The reactants are: [F:1][C:2]1[CH:7]=[C:6]([N:8]2[CH2:12][C@H:11]([CH2:13][N:14]=[N+:15]=[N-:16])[O:10][C:9]2=[O:17])[CH:5]=[CH:4][C:3]=1[N:18]1[CH2:22][CH:21]2[CH2:23][C:24]3([CH2:29][CH:20]2[CH2:19]1)[O:28][CH2:27][CH2:26][O:25]3.O.[C:31](OC=C)(=O)[CH3:32]. Given the product [F:1][C:2]1[CH:7]=[C:6]([N:8]2[CH2:12][C@H:11]([CH2:13][N:14]3[CH:32]=[CH:31][N:16]=[N:15]3)[O:10][C:9]2=[O:17])[CH:5]=[CH:4][C:3]=1[N:18]1[CH2:22][CH:21]2[CH2:23][C:24]3([CH2:29][CH:20]2[CH2:19]1)[O:28][CH2:27][CH2:26][O:25]3, predict the reactants needed to synthesize it. (5) The reactants are: [Br:1][C:2]1[CH:3]=[CH:4][C:5]([S:17]([CH:20]([CH3:22])[CH3:21])(=[O:19])=[O:18])=[C:6]([NH:8][C:9]2[C:14]([Cl:15])=[CH:13][N:12]=[C:11](Cl)[N:10]=2)[CH:7]=1.[CH3:23][N:24]1[CH2:29][CH2:28][N:27]([C:30]2[CH:35]=[CH:34][C:33]([NH2:36])=[CH:32][C:31]=2[CH:37]=[CH2:38])[CH2:26][CH2:25]1.CS(O)(=O)=O. Given the product [Br:1][C:2]1[CH:3]=[CH:4][C:5]([S:17]([CH:20]([CH3:22])[CH3:21])(=[O:19])=[O:18])=[C:6]([NH:8][C:9]2[C:14]([Cl:15])=[CH:13][N:12]=[C:11]([NH:36][C:33]3[CH:34]=[CH:35][C:30]([N:27]4[CH2:26][CH2:25][N:24]([CH3:23])[CH2:29][CH2:28]4)=[C:31]([CH:37]=[CH2:38])[CH:32]=3)[N:10]=2)[CH:7]=1, predict the reactants needed to synthesize it.